Dataset: NCI-60 drug combinations with 297,098 pairs across 59 cell lines. Task: Regression. Given two drug SMILES strings and cell line genomic features, predict the synergy score measuring deviation from expected non-interaction effect. Drug 1: CC1=C(C(CCC1)(C)C)C=CC(=CC=CC(=CC(=O)O)C)C. Drug 2: CC1C(C(CC(O1)OC2CC(CC3=C2C(=C4C(=C3O)C(=O)C5=C(C4=O)C(=CC=C5)OC)O)(C(=O)CO)O)N)O.Cl. Cell line: MCF7. Synergy scores: CSS=29.0, Synergy_ZIP=-5.16, Synergy_Bliss=-3.04, Synergy_Loewe=0.406, Synergy_HSA=1.11.